From a dataset of Forward reaction prediction with 1.9M reactions from USPTO patents (1976-2016). Predict the product of the given reaction. (1) Given the reactants [CH3:1][C:2]1[CH:7]=[CH:6][C:5]([C:8]2[O:9][C:10]([CH3:13])=[N:11][N:12]=2)=[CH:4][C:3]=1[C:14]1[CH:19]=[CH:18][C:17]([C:20]([OH:22])=O)=[CH:16][CH:15]=1.C1C=CC2N(O)N=NC=2C=1.Cl.CN(C)CCCN=C=NCC.[CH3:45][CH:46]([CH2:49][CH3:50])[CH2:47][NH2:48], predict the reaction product. The product is: [CH3:1][C:2]1[CH:7]=[CH:6][C:5]([C:8]2[O:9][C:10]([CH3:13])=[N:11][N:12]=2)=[CH:4][C:3]=1[C:14]1[CH:19]=[CH:18][C:17]([C:20]([NH:48][CH2:47][CH:46]([CH3:45])[CH2:49][CH3:50])=[O:22])=[CH:16][CH:15]=1. (2) Given the reactants O.N.Cl.C[N:5](C)CCCN=C=NCC.[S:15]1[CH:19]=[CH:18][C:17]2[C:20]([N:24]3[CH2:29][CH2:28][N:27]([CH2:30][CH2:31][CH2:32][O:33][CH:34]4[CH2:39][CH2:38][CH:37]([C:40](O)=[O:41])[CH2:36][CH2:35]4)[CH2:26][CH2:25]3)=[CH:21][CH:22]=[CH:23][C:16]1=2, predict the reaction product. The product is: [S:15]1[CH:19]=[CH:18][C:17]2[C:20]([N:24]3[CH2:29][CH2:28][N:27]([CH2:30][CH2:31][CH2:32][O:33][CH:34]4[CH2:39][CH2:38][CH:37]([C:40]([NH2:5])=[O:41])[CH2:36][CH2:35]4)[CH2:26][CH2:25]3)=[CH:21][CH:22]=[CH:23][C:16]1=2.